Dataset: Forward reaction prediction with 1.9M reactions from USPTO patents (1976-2016). Task: Predict the product of the given reaction. (1) Given the reactants Cl[C:2]1[CH:7]=[CH:6][C:5]([N+:8]([O-:10])=[O:9])=[CH:4][N:3]=1.[C:11]([O:15][C:16]([N:18]1[CH2:23][CH2:22][NH:21][CH2:20][CH2:19]1)=[O:17])([CH3:14])([CH3:13])[CH3:12].C(=O)([O-])[O-].[K+].[K+], predict the reaction product. The product is: [C:11]([O:15][C:16]([N:18]1[CH2:23][CH2:22][N:21]([C:2]2[CH:7]=[CH:6][C:5]([N+:8]([O-:10])=[O:9])=[CH:4][N:3]=2)[CH2:20][CH2:19]1)=[O:17])([CH3:14])([CH3:12])[CH3:13]. (2) Given the reactants [N+:1]([C:4]1[CH:34]=[CH:33][CH:32]=[CH:31][C:5]=1[C:6]([NH:8][C:9]1[CH:30]=[CH:29][C:12]2[N:13]([CH:16]([C:23]3[CH:28]=[CH:27][CH:26]=[CH:25][CH:24]=3)[CH2:17][C:18]([O:20][CH2:21][CH3:22])=[O:19])[CH:14]=[N:15][C:11]=2[CH:10]=1)=[O:7])([O-])=O.C([O-])=O.[NH4+], predict the reaction product. The product is: [NH2:1][C:4]1[CH:34]=[CH:33][CH:32]=[CH:31][C:5]=1[C:6]([NH:8][C:9]1[CH:30]=[CH:29][C:12]2[N:13]([CH:16]([C:23]3[CH:24]=[CH:25][CH:26]=[CH:27][CH:28]=3)[CH2:17][C:18]([O:20][CH2:21][CH3:22])=[O:19])[CH:14]=[N:15][C:11]=2[CH:10]=1)=[O:7]. (3) Given the reactants CC(C1C=C(C(C)C)C(C2C=CC=CC=2P(C2CCCCC2)C2CCCCC2)=C(C(C)C)C=1)C.Br[C:36]1[CH:41]=[CH:40][C:39]([C:42]2([C:46]([O:48][CH3:49])=[O:47])[CH2:45][CH2:44][CH2:43]2)=[CH:38][CH:37]=1.C(=O)([O-])[O-].[Cs+].[Cs+].[CH2:56]([O:58][C:59](=[O:63])[CH2:60][CH2:61][NH2:62])[CH3:57].C(N(C(C)C)CC)(C)C, predict the reaction product. The product is: [CH2:56]([O:58][C:59](=[O:63])[CH2:60][CH2:61][NH:62][C:36]1[CH:41]=[CH:40][C:39]([C:42]2([C:46]([O:48][CH3:49])=[O:47])[CH2:45][CH2:44][CH2:43]2)=[CH:38][CH:37]=1)[CH3:57]. (4) The product is: [O:10]=[C:2]1[C:3](=[C:33]2[C:35]3[C:30](=[CH:29][C:28]([C:26]#[N:27])=[CH:37][CH:36]=3)[CH2:31][O:32]2)[C:4]2[C:9](=[CH:8][CH:7]=[CH:6][CH:5]=2)[NH:1]1. Given the reactants [NH:1]1[C:9]2[C:4](=[CH:5][CH:6]=[CH:7][CH:8]=2)[CH2:3][C:2]1=[O:10].[Li+].C[Si]([N-][Si](C)(C)C)(C)C.C1COCC1.[C:26]([C:28]1[CH:29]=[C:30]2[C:35](=[CH:36][CH:37]=1)[C:33](=O)[O:32][CH2:31]2)#[N:27].Cl, predict the reaction product. (5) Given the reactants [Br:1][C:2]1[O:3][C:4]2[CH:10]=[CH:9][C:8]([CH2:11][C:12]([OH:14])=[O:13])=[CH:7][C:5]=2[CH:6]=1.[CH2:15](Br)[C:16]1[CH:21]=[CH:20][CH:19]=[CH:18][CH:17]=1.C([O-])([O-])=O.[K+].[K+], predict the reaction product. The product is: [Br:1][C:2]1[O:3][C:4]2[CH:10]=[CH:9][C:8]([CH2:11][C:12]([O:14][CH2:15][C:16]3[CH:21]=[CH:20][CH:19]=[CH:18][CH:17]=3)=[O:13])=[CH:7][C:5]=2[CH:6]=1. (6) Given the reactants [Cl:1][C:2]1[CH:7]=[CH:6][C:5]([N:8]2[C:12]([CH3:13])=[CH:11][C:10]([C:14]([NH:16][CH2:17]CC3C=CC(Cl)=CC=3)=[O:15])=[N:9]2)=[CH:4][CH:3]=1.[F:26][C:27]([F:37])([F:36])[C:28]1[CH:29]=[C:30]([CH:33]=[CH:34][CH:35]=1)CN, predict the reaction product. The product is: [Cl:1][C:2]1[CH:3]=[CH:4][C:5]([N:8]2[C:12]([CH3:13])=[CH:11][C:10]([C:14]([NH:16][CH2:17][C:34]3[CH:33]=[CH:30][CH:29]=[C:28]([C:27]([F:37])([F:36])[F:26])[CH:35]=3)=[O:15])=[N:9]2)=[CH:6][CH:7]=1. (7) Given the reactants CC(C)([O-:4])C.[K+].Cl.[OH-].[Na+].[C:18](O[C:18]([O:20][C:21]([CH3:24])([CH3:23])[CH3:22])=[O:19])([O:20][C:21]([CH3:24])([CH3:23])[CH3:22])=[O:19].[NH:25]([CH2:30][CH2:31][C:32]#[N:33])[CH2:26][CH2:27][C:28]#N, predict the reaction product. The product is: [C:21]([O:20][C:18]([N:25]1[CH2:26][CH2:27][C:28]([OH:4])=[C:31]([C:32]#[N:33])[CH2:30]1)=[O:19])([CH3:22])([CH3:23])[CH3:24]. (8) Given the reactants O[CH:2]([C:7]1[CH:12]=[CH:11][CH:10]=[CH:9][CH:8]=1)[C:3]([O:5][CH3:6])=[O:4].CCN(S(F)(F)[F:19])CC, predict the reaction product. The product is: [F:19][CH:2]([C:7]1[CH:12]=[CH:11][CH:10]=[CH:9][CH:8]=1)[C:3]([O:5][CH3:6])=[O:4].